Dataset: Catalyst prediction with 721,799 reactions and 888 catalyst types from USPTO. Task: Predict which catalyst facilitates the given reaction. (1) Reactant: [C@H:1]12[CH2:7][CH:4]([NH:5][CH2:6]1)[CH2:3][N:2]2[C:8]1[N:9]([CH3:21])[C:10](=[O:20])[CH:11]=[C:12]([C:14]2[CH:19]=[CH:18][N:17]=[CH:16][N:15]=2)[N:13]=1.[H-].[Na+].[C:24](Cl)(=[O:31])[C:25]1[CH:30]=[CH:29][CH:28]=[CH:27][CH:26]=1.O. Product: [C:24]([N:5]1[CH2:6][C@@H:1]2[CH2:7][CH:4]1[CH2:3][N:2]2[C:8]1[N:9]([CH3:21])[C:10](=[O:20])[CH:11]=[C:12]([C:14]2[CH:19]=[CH:18][N:17]=[CH:16][N:15]=2)[N:13]=1)(=[O:31])[C:25]1[CH:30]=[CH:29][CH:28]=[CH:27][CH:26]=1. The catalyst class is: 9. (2) Reactant: C(=O)([O-])[O-].[K+].[K+].[N+:7]([C:10]1[CH:11]=[C:12]([OH:18])[C:13]([O:16][CH3:17])=[CH:14][CH:15]=1)([O-:9])=[O:8].Cl.ClC[CH2:22][N:23]1[CH2:27][CH2:26][CH2:25][CH2:24]1.[C:28](OCC)(=O)C. Product: [CH3:28][O:18][C:12]1[CH:11]=[C:10]([N+:7]([O-:9])=[O:8])[CH:15]=[CH:14][C:13]=1[O:16][CH2:17][CH2:22][N:23]1[CH2:27][CH2:26][CH2:25][CH2:24]1. The catalyst class is: 18.